This data is from Full USPTO retrosynthesis dataset with 1.9M reactions from patents (1976-2016). The task is: Predict the reactants needed to synthesize the given product. (1) Given the product [OH:16][CH:4]([CH2:5][C:6]1[CH:11]=[CH:10][C:9]([CH3:12])=[CH:8][CH:7]=1)[C:3]([OH:2])=[O:14], predict the reactants needed to synthesize it. The reactants are: C[O:2][C:3](=[O:14])[CH:4](Cl)[CH2:5][C:6]1[CH:11]=[CH:10][C:9]([CH3:12])=[CH:8][CH:7]=1.C(=O)([O-])[O-:16].[Ca+2].[OH-].[Na+].Cl. (2) Given the product [C:31]([C:26]1[CH:27]=[CH:28][CH:29]=[CH:30][C:25]=1[O:24][C:7]1[CH:6]=[N:5][N:4]([CH:9]2[CH2:14][CH2:13][CH2:12][CH2:11][O:10]2)[C:3](=[O:15])[C:2]=1[Cl:1])(=[O:33])[CH3:32], predict the reactants needed to synthesize it. The reactants are: [Cl:1][C:2]1[C:3](=[O:15])[N:4]([CH:9]2[CH2:14][CH2:13][CH2:12][CH2:11][O:10]2)[N:5]=[CH:6][C:7]=1Cl.C(=O)([O-])[O-].[K+].[K+].[I-].[K+].[OH:24][C:25]1[CH:30]=[CH:29][CH:28]=[CH:27][C:26]=1[C:31](=[O:33])[CH3:32]. (3) Given the product [F:1][C:2]1[CH:7]=[CH:6][CH:5]=[CH:4][C:3]=1[C@@H:8]1[CH2:17][CH2:16][CH2:15][C@H:14]2[N:9]1[C:10](=[O:19])[CH:11]([P:20](=[O:27])([O:24][CH2:25][CH3:26])[O:21][CH2:22][CH3:23])[CH2:12][CH2:13]2, predict the reactants needed to synthesize it. The reactants are: [F:1][C:2]1[CH:7]=[CH:6][CH:5]=[CH:4][C:3]=1[C@H:8]1[CH2:17][CH2:16][CH2:15][C@@H:14]2[N:9]1[C:10](=[O:19])[CH:11](I)[CH2:12][CH2:13]2.[P:20]([O:27]CC)([O:24][CH2:25][CH3:26])[O:21][CH2:22][CH3:23].